Regression/Classification. Given a drug SMILES string, predict its absorption, distribution, metabolism, or excretion properties. Task type varies by dataset: regression for continuous measurements (e.g., permeability, clearance, half-life) or binary classification for categorical outcomes (e.g., BBB penetration, CYP inhibition). For this dataset (solubility_aqsoldb), we predict Y. From a dataset of Aqueous solubility values for 9,982 compounds from the AqSolDB database. (1) The molecule is Nc1ccc(-c2ccc(N)cc2)cc1. The Y is -2.70 log mol/L. (2) The drug is CCN(CC)Cc1cc(Nc2ccnc3cc(Cl)ccc23)ccc1O. The Y is -5.79 log mol/L. (3) The compound is Cc1c[nH]c(=O)nc1N. The Y is -1.44 log mol/L. (4) The drug is N#[N+]c1ccc(S(=O)(=O)O)cc1. The Y is -2.42 log mol/L. (5) The compound is CCC(C)(CC)c1cc(NC(=O)c2c(OC)cccc2OC)on1. The Y is -5.37 log mol/L. (6) The compound is O=c1[nH]cc(F)c(=O)[nH]1. The Y is -1.07 log mol/L.